From a dataset of Forward reaction prediction with 1.9M reactions from USPTO patents (1976-2016). Predict the product of the given reaction. (1) Given the reactants Br[CH2:2][C:3]1[CH:7]=[C:6]([C:8]([CH3:11])([CH3:10])[CH3:9])[S:5][C:4]=1[C:12]([O:14][CH3:15])=[O:13].[Br:16][C:17]1[C:18]([CH3:24])=[C:19]([CH:21]=[CH:22][CH:23]=1)[NH2:20].C(=O)([O-])[O-].[Cs+].[Cs+], predict the reaction product. The product is: [Br:16][C:17]1[C:18]([CH3:24])=[C:19]([NH:20][CH2:2][C:3]2[CH:7]=[C:6]([C:8]([CH3:11])([CH3:10])[CH3:9])[S:5][C:4]=2[C:12]([O:14][CH3:15])=[O:13])[CH:21]=[CH:22][CH:23]=1. (2) Given the reactants [F:1][C:2]1[C:3]([F:17])=[CH:4][C:5]2[C:6]3[N:7]([N:13]=[C:14]([CH3:16])[N:15]=3)[C:8](=O)[NH:9][C:10]=2[CH:11]=1.C(N(CC)C(C)C)(C)C.O=P(Cl)(Cl)[Cl:29], predict the reaction product. The product is: [Cl:29][C:8]1[N:7]2[N:13]=[C:14]([CH3:16])[N:15]=[C:6]2[C:5]2[CH:4]=[C:3]([F:17])[C:2]([F:1])=[CH:11][C:10]=2[N:9]=1.